From a dataset of Catalyst prediction with 721,799 reactions and 888 catalyst types from USPTO. Predict which catalyst facilitates the given reaction. (1) Reactant: [S:1]1[CH:5]=[CH:4][C:3]([C:6](Cl)=[O:7])=[N:2]1.[NH2:9][C:10]1[CH:15]=[CH:14][CH:13]=[CH:12][CH:11]=1.C(OCC)C.C(Cl)Cl. Product: [C:10]1([NH:9][C:6]([C:3]2[CH:4]=[CH:5][S:1][N:2]=2)=[O:7])[CH:15]=[CH:14][CH:13]=[CH:12][CH:11]=1. The catalyst class is: 6. (2) Reactant: Br[C:2]1[CH:7]=[CH:6][C:5]([C:8]2[C:12]3[CH2:13][C:14]4[S:15][CH:16]=[CH:17][C:18]=4[C:11]=3[N:10]([CH2:19][O:20][CH2:21][CH2:22][Si:23]([CH3:26])([CH3:25])[CH3:24])[N:9]=2)=[CH:4][CH:3]=1.[CH3:27][O:28][C:29]1[CH:34]=[CH:33][C:32]([NH2:35])=[CH:31][CH:30]=1.C([O-])([O-])=O.[Cs+].[Cs+].CC1(C)C2C(=C(P(C3C=CC=CC=3)C3C=CC=CC=3)C=CC=2)OC2C(P(C3C=CC=CC=3)C3C=CC=CC=3)=CC=CC1=2. Product: [CH3:27][O:28][C:29]1[CH:34]=[CH:33][C:32]([NH:35][C:2]2[CH:7]=[CH:6][C:5]([C:8]3[C:12]4[CH2:13][C:14]5[S:15][CH:16]=[CH:17][C:18]=5[C:11]=4[N:10]([CH2:19][O:20][CH2:21][CH2:22][Si:23]([CH3:26])([CH3:25])[CH3:24])[N:9]=3)=[CH:4][CH:3]=2)=[CH:31][CH:30]=1. The catalyst class is: 231. (3) Reactant: [OH-].[Na+].[N:3]1[CH:8]=[CH:7][C:6]([C:9]2[CH:18]=[CH:17][C:12]([C:13]([O:15]C)=[O:14])=[CH:11][CH:10]=2)=[CH:5][CH:4]=1.Cl. Product: [N:3]1[CH:8]=[CH:7][C:6]([C:9]2[CH:18]=[CH:17][C:12]([C:13]([OH:15])=[O:14])=[CH:11][CH:10]=2)=[CH:5][CH:4]=1. The catalyst class is: 8. (4) Reactant: [C:1]([O-:4])(=[O:3])[CH3:2].[Cu+2:5].[C:6]([O-:9])(=[O:8])[CH3:7].O.[NH2:11][NH2:12]. Product: [NH2:11][NH2:12].[C:1]([O-:4])(=[O:3])[CH3:2].[Cu+2:5].[C:6]([O-:9])(=[O:8])[CH3:7]. The catalyst class is: 831.